This data is from Catalyst prediction with 721,799 reactions and 888 catalyst types from USPTO. The task is: Predict which catalyst facilitates the given reaction. Reactant: [O:1]1[CH2:6][CH2:5][N:4]([CH2:7][CH2:8][O:9][C:10]2[CH:11]=[C:12]3[C:16](=[CH:17][CH:18]=2)[NH:15][N:14]=[C:13]3[CH:19]=O)[CH2:3][CH2:2]1.[CH3:21][O:22][C:23]1[CH:32]=[CH:31][C:26]2[C:27](=[O:30])[CH2:28][O:29][C:25]=2[C:24]=1[CH2:33][N:34]1[CH2:39][CH2:38][N:37]([C:40]([O:42][C:43]([CH3:46])([CH3:45])[CH3:44])=[O:41])[CH2:36][CH2:35]1.N1CCCCC1. Product: [CH3:21][O:22][C:23]1[CH:32]=[CH:31][C:26]2[C:27](=[O:30])/[C:28](=[CH:19]/[C:13]3[C:12]4[C:16](=[CH:17][CH:18]=[C:10]([O:9][CH2:8][CH2:7][N:4]5[CH2:3][CH2:2][O:1][CH2:6][CH2:5]5)[CH:11]=4)[NH:15][N:14]=3)/[O:29][C:25]=2[C:24]=1[CH2:33][N:34]1[CH2:35][CH2:36][N:37]([C:40]([O:42][C:43]([CH3:46])([CH3:45])[CH3:44])=[O:41])[CH2:38][CH2:39]1. The catalyst class is: 5.